Dataset: Reaction yield outcomes from USPTO patents with 853,638 reactions. Task: Predict the reaction yield, written as a fraction of the theoretical maximum amount of product (1.0 means a 100% yield; for example, 0.34 means a 34% yield). (1) The reactants are C(N(CC)C(C)C)(C)C.Br[CH2:11][C:12]([O:14][CH3:15])=[O:13].[Br:16][C:17]1[CH:23]=[CH:22][C:20]([NH2:21])=[CH:19][C:18]=1[C:24]([F:27])([F:26])[F:25].O. The catalyst is CN(C=O)C. The product is [CH3:15][O:14][C:12](=[O:13])[CH2:11][NH:21][C:20]1[CH:22]=[CH:23][C:17]([Br:16])=[C:18]([C:24]([F:27])([F:25])[F:26])[CH:19]=1. The yield is 0.670. (2) The reactants are [C:1]([OH:9])(=O)[C:2]1[CH:7]=[CH:6][CH:5]=[N:4][CH:3]=1.[NH2:10][CH2:11][CH2:12][O:13][C:14]1[C:24]2[CH2:23][CH2:22][N:21](C(=O)C(F)(F)F)[CH2:20][CH2:19][C:18]=2[CH:17]=[CH:16][C:15]=1[Cl:31]. No catalyst specified. The product is [ClH:31].[Cl:31][C:15]1[CH:16]=[CH:17][C:18]2[CH2:19][CH2:20][NH:21][CH2:22][CH2:23][C:24]=2[C:14]=1[O:13][CH2:12][CH2:11][NH:10][C:1]([C:2]1[CH:3]=[N:4][CH:5]=[CH:6][CH:7]=1)=[O:9]. The yield is 0.930. (3) The reactants are [C:1]([C:5]1[CH:10]=[C:9](Br)[C:8]([N+:12]([O-:14])=[O:13])=[CH:7][C:6]=1[O:15][CH2:16][C:17]1[CH:22]=[CH:21][CH:20]=[CH:19][CH:18]=1)([CH3:4])([CH3:3])[CH3:2].[F-:23].[K+].[K+].[Br-].Cl[C:28]([F:34])([F:33])C(OC)=O. The catalyst is O.[Cu]I.CN(C=O)C. The product is [C:1]([C:5]1[CH:10]=[C:9]([C:28]([F:34])([F:23])[F:33])[C:8]([N+:12]([O-:14])=[O:13])=[CH:7][C:6]=1[O:15][CH2:16][C:17]1[CH:22]=[CH:21][CH:20]=[CH:19][CH:18]=1)([CH3:4])([CH3:3])[CH3:2]. The yield is 0.670. (4) The reactants are [OH:1][C:2]1[N:10]=[CH:9][C:8]([S:11]([OH:14])(=[O:13])=[O:12])=[CH:7][C:3]=1[C:4]([OH:6])=[O:5].[CH2:15](O)[CH3:16]. No catalyst specified. The product is [OH:1][C:2]1[N:10]=[CH:9][C:8]([S:11]([OH:14])(=[O:13])=[O:12])=[CH:7][C:3]=1[C:4]([O:6][CH2:15][CH3:16])=[O:5]. The yield is 0.740. (5) The yield is 0.900. The reactants are [NH2:1][CH2:2][CH:3]([C:5]1[CH:10]=[CH:9][C:8]([O:11][CH2:12][C:13]2[CH:18]=[CH:17][CH:16]=[CH:15][CH:14]=2)=[CH:7][CH:6]=1)[OH:4].C(N(CC)CC)C.[C:26](Cl)(=[O:29])[CH2:27][CH3:28]. The catalyst is ClCCl. The product is [CH2:12]([O:11][C:8]1[CH:9]=[CH:10][C:5]([CH:3]([OH:4])[CH2:2][NH:1][C:26](=[O:29])[CH2:27][CH3:28])=[CH:6][CH:7]=1)[C:13]1[CH:18]=[CH:17][CH:16]=[CH:15][CH:14]=1.